From a dataset of Full USPTO retrosynthesis dataset with 1.9M reactions from patents (1976-2016). Predict the reactants needed to synthesize the given product. Given the product [CH:27]1([CH2:26][N:15]([C:16]2[CH:21]=[CH:20][CH:19]=[C:18]([S:22](=[O:24])(=[O:25])[NH2:23])[CH:17]=2)[C:13](=[O:14])[NH:12][C:10]2[S:11][C:7]([S:6][CH2:5][C:4]([OH:32])=[O:3])=[CH:8][N:9]=2)[CH2:31][CH2:30][CH2:29][CH2:28]1, predict the reactants needed to synthesize it. The reactants are: C([O:3][C:4](=[O:32])[CH2:5][S:6][C:7]1[S:11][C:10]([NH:12][C:13]([N:15]([CH2:26][CH:27]2[CH2:31][CH2:30][CH2:29][CH2:28]2)[C:16]2[CH:21]=[CH:20][CH:19]=[C:18]([S:22](=[O:25])(=[O:24])[NH2:23])[CH:17]=2)=[O:14])=[N:9][CH:8]=1)C.C1(CN(C2C=CC(S(C)(=O)=O)=CC=2)C(=O)NC2SC=C(CC(O)=O)N=2)CCCC1.C1(CNC2C=CC=C(S(=O)(=O)N)C=2)CCCC1.C(OC(=O)CSC1SC(N)=NC=1)C.